From a dataset of Full USPTO retrosynthesis dataset with 1.9M reactions from patents (1976-2016). Predict the reactants needed to synthesize the given product. (1) Given the product [Cl:53][C:54]1[CH:67]=[CH:66][CH:65]=[CH:64][C:55]=1[O:56][CH:57]([CH3:63])[C:58]([NH:60][C:61]([NH:50][C:49]1[CH:51]=[CH:52][C:46]([O:45][C:36]2[C:35]3[C:40](=[CH:41][C:42]([O:43][CH3:44])=[C:33]([O:32][CH3:31])[CH:34]=3)[N:39]=[CH:38][N:37]=2)=[CH:47][CH:48]=1)=[S:62])=[O:59], predict the reactants needed to synthesize it. The reactants are: S(Cl)(Cl)=O.ClC1C=CC=CC=1OC(C)C(O)=O.ClC1C=CC=CC=1OC(C)C(Cl)=O.[CH3:31][O:32][C:33]1[CH:34]=[C:35]2[C:40](=[CH:41][C:42]=1[O:43][CH3:44])[N:39]=[CH:38][N:37]=[C:36]2[O:45][C:46]1[CH:52]=[CH:51][C:49]([NH2:50])=[CH:48][CH:47]=1.[Cl:53][C:54]1[CH:67]=[CH:66][CH:65]=[CH:64][C:55]=1[O:56][CH:57]([CH3:63])[C:58]([N:60]=[C:61]=[S:62])=[O:59]. (2) Given the product [CH2:3]=[C:2]([CH2:3][CH2:2][C:1]([O:5][CH2:6][C:7]1[CH:12]=[CH:11][CH:10]=[CH:9][CH:8]=1)=[O:4])[C:1]([O:5][CH2:6][C:7]1[CH:12]=[CH:11][CH:10]=[CH:9][CH:8]=1)=[O:4], predict the reactants needed to synthesize it. The reactants are: [C:1]([O:5][CH2:6][C:7]1[CH:12]=[CH:11][CH:10]=[CH:9][CH:8]=1)(=[O:4])[CH:2]=[CH2:3].CN(P(N(C)C)(N(C)C)=O)C. (3) Given the product [C:1]([O:5][C:6]([N:8]1[CH2:15][CH2:14][CH2:13][C@@H:9]1[C:10]([N:68]1[CH2:69][CH2:70][C:62]2[C:61]([NH:60][CH2:59][CH:58]([C:48]34[CH2:57][CH:52]5[CH2:53][CH:54]([CH2:56][CH:50]([CH2:51]5)[CH2:49]3)[CH2:55]4)[OH:71])=[N:66][CH:65]=[N:64][C:63]=2[CH2:67]1)=[O:12])=[O:7])([CH3:2])([CH3:3])[CH3:4], predict the reactants needed to synthesize it. The reactants are: [C:1]([O:5][C:6]([N:8]1[CH2:15][CH2:14][CH2:13][C@@H:9]1[C:10]([OH:12])=O)=[O:7])([CH3:4])([CH3:3])[CH3:2].Cl.CN(C)CCCN=C=NCC.O.ON1C2C=CC=CC=2N=N1.C(N(CC)C(C)C)(C)C.[C:48]12([CH:58]([OH:71])[CH2:59][NH:60][C:61]3[C:62]4[CH2:70][CH2:69][NH:68][CH2:67][C:63]=4[N:64]=[CH:65][N:66]=3)[CH2:57][CH:52]3[CH2:53][CH:54]([CH2:56][CH:50]([CH2:51]3)[CH2:49]1)[CH2:55]2. (4) Given the product [I:13][C:10]1[CH:11]=[CH:12][C:7]([C:16]([OH:18])([CH:15]([CH3:19])[CH3:14])[CH3:17])=[CH:8][CH:9]=1, predict the reactants needed to synthesize it. The reactants are: C([Li])CCC.I[C:7]1[CH:12]=[CH:11][C:10]([I:13])=[CH:9][CH:8]=1.[CH3:14][CH:15]([CH3:19])[C:16](=[O:18])[CH3:17]. (5) Given the product [C:34]1([C:40]2[CH:50]=[CH:49][CH:48]=[CH:47][C:41]=2[O:42][CH2:43][C:44]([NH:12][C@H:13]([C:18]([NH:20][CH:21]([C:30](=[O:33])[CH2:31][F:32])[CH2:22][C:23]([OH:25])=[O:24])=[O:19])[CH2:14][CH:15]([CH3:16])[CH3:17])=[O:45])[CH:35]=[CH:36][CH:37]=[CH:38][CH:39]=1, predict the reactants needed to synthesize it. The reactants are: C1(C)C=CC(S(O)(=O)=O)=CC=1.[NH2:12][C@H:13]([C:18]([NH:20][CH:21]([CH:30]([OH:33])[CH2:31][F:32])[CH2:22][C:23]([O:25]C(C)(C)C)=[O:24])=[O:19])[CH2:14][CH:15]([CH3:17])[CH3:16].[C:34]1([C:40]2[CH:50]=[CH:49][CH:48]=[CH:47][C:41]=2[O:42][CH2:43][C:44](O)=[O:45])[CH:39]=[CH:38][CH:37]=[CH:36][CH:35]=1.